From a dataset of Full USPTO retrosynthesis dataset with 1.9M reactions from patents (1976-2016). Predict the reactants needed to synthesize the given product. (1) Given the product [CH3:1][O:2][C:3]([C:5]1[S:6][C:7]([C:12](=[O:14])[NH:66][CH2:65][C:60]2[CH:61]=[CH:62][CH:63]=[C:64]3[C:59]=2[CH:58]=[N:57][NH:56]3)=[CH:8][C:9]=1[CH2:10][CH3:11])=[O:4], predict the reactants needed to synthesize it. The reactants are: [CH3:1][O:2][C:3]([C:5]1[S:6][C:7]([C:12]([OH:14])=O)=[CH:8][C:9]=1[CH2:10][CH3:11])=[O:4].C(N(CC)CC)C.CN(C(ON1N=NC2C=CC=CC1=2)=[N+](C)C)C.F[P-](F)(F)(F)(F)F.C1C=CC2N(O)N=NC=2C=1.[NH:56]1[C:64]2[C:59](=[C:60]([CH2:65][NH2:66])[CH:61]=[CH:62][CH:63]=2)[CH:58]=[N:57]1. (2) Given the product [F:23][C:24]1[CH:32]=[C:31]([CH3:33])[CH:30]=[CH:29][C:25]=1[C:26](=[O:27])[CH:7]([C:1]1[CH:6]=[CH:5][CH:4]=[CH:3][CH:2]=1)[C:8]([O:10][CH2:11][CH3:12])=[O:9], predict the reactants needed to synthesize it. The reactants are: [C:1]1([CH2:7][C:8]([O:10][CH2:11][CH3:12])=[O:9])[CH:6]=[CH:5][CH:4]=[CH:3][CH:2]=1.[Li+].C[Si]([N-][Si](C)(C)C)(C)C.[F:23][C:24]1[CH:32]=[C:31]([CH3:33])[CH:30]=[CH:29][C:25]=1[C:26](Cl)=[O:27]. (3) Given the product [Cl:13][C:14]1[N:22]=[CH:21][C:20]2[N:19]([S:23]([C:26]3[CH:31]=[CH:30][C:29]([CH3:32])=[CH:28][CH:27]=3)(=[O:25])=[O:24])[C:18]3[N:33]=[CH:34][C:35]([F:37])=[C:36]([I:38])[C:17]=3[C:16]=2[CH:15]=1, predict the reactants needed to synthesize it. The reactants are: C(NC(C)C)(C)C.C([Li])CCC.[Cl:13][C:14]1[N:22]=[CH:21][C:20]2[N:19]([S:23]([C:26]3[CH:31]=[CH:30][C:29]([CH3:32])=[CH:28][CH:27]=3)(=[O:25])=[O:24])[C:18]3[N:33]=[CH:34][C:35]([F:37])=[CH:36][C:17]=3[C:16]=2[CH:15]=1.[I:38]I.[Cl-].[NH4+]. (4) Given the product [ClH:6].[N:12]1[CH:13]=[CH:14][CH:15]=[C:10]([NH:8]/[N:9]=[CH:2]/[C:1]([OH:5])=[O:4])[CH:11]=1, predict the reactants needed to synthesize it. The reactants are: [C:1]([OH:5])(=[O:4])[CH:2]=O.[ClH:6].Cl.[NH:8]([C:10]1[CH:11]=[N:12][CH:13]=[CH:14][CH:15]=1)[NH2:9]. (5) Given the product [NH2:8][CH2:23][C:24]([OH:26])=[O:25].[CH2:1]([NH:8][NH:9][CH2:10][C:11]1[CH:16]=[CH:15][CH:14]=[CH:13][CH:12]=1)[C:2]1[CH:3]=[CH:4][CH:5]=[CH:6][CH:7]=1, predict the reactants needed to synthesize it. The reactants are: [CH2:1]([NH:8][NH:9][CH2:10][C:11]1[CH:16]=[CH:15][CH:14]=[CH:13][CH:12]=1)[C:2]1[CH:7]=[CH:6][CH:5]=[CH:4][CH:3]=1.C1COCC1.Br[CH2:23][C:24]([O:26]CC)=[O:25].